This data is from Peptide-MHC class I binding affinity with 185,985 pairs from IEDB/IMGT. The task is: Regression. Given a peptide amino acid sequence and an MHC pseudo amino acid sequence, predict their binding affinity value. This is MHC class I binding data. (1) The peptide sequence is LYDVIPVTY. The MHC is HLA-A29:02 with pseudo-sequence HLA-A29:02. The binding affinity (normalized) is 0.452. (2) The peptide sequence is PTDYMSSKL. The MHC is HLA-B40:01 with pseudo-sequence HLA-B40:01. The binding affinity (normalized) is 0.0847.